Dataset: Catalyst prediction with 721,799 reactions and 888 catalyst types from USPTO. Task: Predict which catalyst facilitates the given reaction. (1) Reactant: [C:1]([C:4]1[CH:5]=[C:6]2[C:11](=[CH:12][C:13]=1[O:14][CH3:15])[N:10]=[CH:9][CH:8]=[C:7]2[O:16][C:17]1[CH:22]=[CH:21][C:20]([NH:23][C:24](=O)[O:25]C2C=CC=CC=2)=[C:19]([Cl:33])[CH:18]=1)(=[O:3])[NH2:2].[CH:34]1([NH2:37])[CH2:36][CH2:35]1.O.C(O)C. Product: [Cl:33][C:19]1[CH:18]=[C:17]([CH:22]=[CH:21][C:20]=1[NH:23][C:24]([NH:37][CH:34]1[CH2:36][CH2:35]1)=[O:25])[O:16][C:7]1[C:6]2[C:11](=[CH:12][C:13]([O:14][CH3:15])=[C:4]([C:1]([NH2:2])=[O:3])[CH:5]=2)[N:10]=[CH:9][CH:8]=1. The catalyst class is: 9. (2) Reactant: Br[C:2]1[CH:7]=[CH:6][C:5]([S:8]([NH:11][CH:12]2[CH2:15][CH:14]([OH:16])[CH2:13]2)(=[O:10])=[O:9])=[CH:4][CH:3]=1.[B:17]1([B:17]2[O:21][C:20]([CH3:23])([CH3:22])[C:19]([CH3:25])([CH3:24])[O:18]2)[O:21][C:20]([CH3:23])([CH3:22])[C:19]([CH3:25])([CH3:24])[O:18]1.C([O-])(=O)C.[K+]. Product: [OH:16][CH:14]1[CH2:15][CH:12]([NH:11][S:8]([C:5]2[CH:6]=[CH:7][C:2]([B:17]3[O:21][C:20]([CH3:23])([CH3:22])[C:19]([CH3:25])([CH3:24])[O:18]3)=[CH:3][CH:4]=2)(=[O:10])=[O:9])[CH2:13]1. The catalyst class is: 75.